Dataset: Catalyst prediction with 721,799 reactions and 888 catalyst types from USPTO. Task: Predict which catalyst facilitates the given reaction. (1) Reactant: [C:1]1([CH2:7][OH:8])[CH:6]=[CH:5][CH:4]=[CH:3][CH:2]=1.[H-].[Na+].Cl[C:12]1[N:17]=[C:16]([O:18][CH2:19][CH2:20][C:21]2[CH:26]=[CH:25][C:24]([O:27][C:28]3[CH:33]=[CH:32][C:31]([Cl:34])=[C:30]([C:35]([F:38])([F:37])[F:36])[CH:29]=3)=[CH:23][CH:22]=2)[C:15]([F:39])=[CH:14][N:13]=1. Product: [Cl:34][C:31]1[CH:32]=[CH:33][C:28]([O:27][C:24]2[CH:23]=[CH:22][C:21]([CH2:20][CH2:19][O:18][C:16]3[C:15]([F:39])=[CH:14][N:13]=[C:12]([O:8][CH2:7][C:1]4[CH:6]=[CH:5][CH:4]=[CH:3][CH:2]=4)[N:17]=3)=[CH:26][CH:25]=2)=[CH:29][C:30]=1[C:35]([F:36])([F:38])[F:37]. The catalyst class is: 9. (2) Reactant: [CH3:1][S:2](Cl)(=[O:4])=[O:3].[CH2:6]([O:8][C:9]1[C:10]([CH2:37][N:38]2[CH2:43][CH2:42][CH2:41][CH2:40][CH2:39]2)=[C:11]2[C:16](=[C:17]3[CH2:21][C:20]([CH3:23])([CH3:22])[O:19][C:18]=13)[C:15]([C:24]1[CH:25]=[C:26]([NH:30][S:31]([CH3:34])(=[O:33])=[O:32])[CH:27]=[CH:28][CH:29]=1)=[N:14][C:13]([CH3:36])([CH3:35])[CH2:12]2)[CH3:7].C(N(CC)CC)C.C(=O)([O-])O.[Na+]. Product: [CH2:6]([O:8][C:9]1[C:10]([CH2:37][N:38]2[CH2:39][CH2:40][CH2:41][CH2:42][CH2:43]2)=[C:11]2[C:16](=[C:17]3[CH2:21][C:20]([CH3:22])([CH3:23])[O:19][C:18]=13)[C:15]([C:24]1[CH:25]=[C:26]([N:30]([S:31]([CH3:34])(=[O:32])=[O:33])[S:2]([CH3:1])(=[O:4])=[O:3])[CH:27]=[CH:28][CH:29]=1)=[N:14][C:13]([CH3:36])([CH3:35])[CH2:12]2)[CH3:7]. The catalyst class is: 7. (3) Reactant: [OH:1][C:2]1[CH:7]=[C:6]([OH:8])[CH:5]=[CH:4][C:3]=1[CH:9]1[CH2:14][CH2:13][C:12](=[O:15])[CH2:11][CH2:10]1.C(O)C.[BH4-].[Na+].Cl. Product: [OH:1][C:2]1[CH:7]=[C:6]([OH:8])[CH:5]=[CH:4][C:3]=1[C@H:9]1[CH2:14][CH2:13][C@H:12]([OH:15])[CH2:11][CH2:10]1. The catalyst class is: 13. (4) Reactant: C(NC(C)C)(C)C.C([Li])CCC.[Li+].CC([N-]C(C)C)C.[Cl:21][C:22]1[N:27]=[C:26]([Cl:28])[CH:25]=[CH:24][N:23]=1.[CH:29](=[O:33])[CH:30]([CH3:32])[CH3:31]. Product: [Cl:21][C:22]1[N:27]=[C:26]([Cl:28])[C:25]([CH:29]([OH:33])[CH:30]([CH3:32])[CH3:31])=[CH:24][N:23]=1. The catalyst class is: 7. (5) Reactant: CCN(C(C)C)C(C)C.[CH3:10][C:11]([O:14][C:15]([NH:17][C:18]([CH3:23])([C:20]([OH:22])=O)[CH3:19])=[O:16])([CH3:13])[CH3:12].CN(C(ON1N=NC2C=CC=NC1=2)=[N+](C)C)C.F[P-](F)(F)(F)(F)F.[CH3:48][CH:49]1[CH2:58][C:57]2[C:52](=[CH:53][CH:54]=[CH:55][C:56]=2[O:59][C:60]2[N:65]=[CH:64][C:63]([NH2:66])=[CH:62][CH:61]=2)[O:51][CH2:50]1. Product: [CH3:23][C:18]([NH:17][C:15](=[O:16])[O:14][C:11]([CH3:10])([CH3:12])[CH3:13])([CH3:19])[C:20]([NH:66][C:63]1[CH:64]=[N:65][C:60]([O:59][C:56]2[CH:55]=[CH:54][CH:53]=[C:52]3[C:57]=2[CH2:58][CH:49]([CH3:48])[CH2:50][O:51]3)=[CH:61][CH:62]=1)=[O:22]. The catalyst class is: 9. (6) Product: [Br:1][C:2]1[CH:7]=[CH:6][C:5]([C:8](=[CH2:13])[C:9]([O:11][CH3:12])=[O:10])=[C:4]([N+:17]([O-:19])=[O:18])[CH:3]=1. Reactant: [Br:1][C:2]1[CH:7]=[CH:6][C:5]([CH:8]([C:13](OC)=O)[C:9]([O:11][CH3:12])=[O:10])=[C:4]([N+:17]([O-:19])=[O:18])[CH:3]=1.C=O.C([O-])([O-])=O.[K+].[K+]. The catalyst class is: 6. (7) Reactant: Cl[C:2]1[N:3]=[C:4]([NH:20][CH2:21][CH:22]2[CH2:24][CH2:23]2)[C:5]2[N:6]=[C:7]([NH:17][CH2:18][CH3:19])[N:8]=[C:9]([NH:12][CH2:13][CH:14]3[CH2:16][CH2:15]3)[C:10]=2[N:11]=1.[CH2:25]([NH:27][CH2:28][CH3:29])[CH3:26]. Product: [CH2:25]([N:27]([CH2:28][CH3:29])[C:2]1[N:3]=[C:4]([NH:20][CH2:21][CH:22]2[CH2:24][CH2:23]2)[C:5]2[N:6]=[C:7]([NH:17][CH2:18][CH3:19])[N:8]=[C:9]([NH:12][CH2:13][CH:14]3[CH2:16][CH2:15]3)[C:10]=2[N:11]=1)[CH3:26]. The catalyst class is: 51.